Task: Predict the product of the given reaction.. Dataset: Forward reaction prediction with 1.9M reactions from USPTO patents (1976-2016) (1) Given the reactants [OH:1][CH2:2][CH2:3][N:4]1[C:12](=[O:13])[C:11]2[C:6](=[CH:7][CH:8]=[CH:9][CH:10]=2)[C:5]1=[O:14].[H-].[Na+].[CH:17]1[CH:22]=[CH:21][C:20]([CH2:23]Br)=[CH:19][CH:18]=1, predict the reaction product. The product is: [CH2:23]([O:1][CH2:2][CH2:3][N:4]1[C:5](=[O:14])[C:6]2[C:11](=[CH:10][CH:9]=[CH:8][CH:7]=2)[C:12]1=[O:13])[C:20]1[CH:21]=[CH:22][CH:17]=[CH:18][CH:19]=1. (2) Given the reactants Br[C:2]1[CH:3]=[C:4]2[N:10]([C:11]3[C:20]4[C:15](=[CH:16][C:17]([F:21])=[CH:18][CH:19]=4)[N:14]=[C:13]([C:22]4[CH:27]=[CH:26][CH:25]=[CH:24][N:23]=4)[C:12]=3[CH3:28])[CH2:9][C:8]([CH3:30])([CH3:29])[C:5]2=[N:6][CH:7]=1.[B:31]1(B2OC(C)(C)C(C)(C)O2)[O:35]C(C)(C)C(C)(C)[O:32]1.C([O-])(=O)C.[K+], predict the reaction product. The product is: [F:21][C:17]1[CH:16]=[C:15]2[C:20]([C:11]([N:10]3[C:4]4[C:5](=[N:6][CH:7]=[C:2]([B:31]([OH:35])[OH:32])[CH:3]=4)[C:8]([CH3:29])([CH3:30])[CH2:9]3)=[C:12]([CH3:28])[C:13]([C:22]3[CH:27]=[CH:26][CH:25]=[CH:24][N:23]=3)=[N:14]2)=[CH:19][CH:18]=1.